From a dataset of Forward reaction prediction with 1.9M reactions from USPTO patents (1976-2016). Predict the product of the given reaction. (1) Given the reactants C[O:2][C:3](=[O:24])[C:4]1[CH:9]=[C:8]([C:10]2[S:11][CH:12]=[C:13]([C:15]3[CH:20]=[CH:19][C:18]([Cl:21])=[C:17]([Cl:22])[CH:16]=3)[N:14]=2)[CH:7]=[CH:6][C:5]=1Br.[NH2:25][C:26]([C:28]1[CH:33]=[CH:32][CH:31]=[CH:30][C:29]=1B(O)O)=[O:27], predict the reaction product. The product is: [C:26]([C:28]1[CH:33]=[CH:32][CH:31]=[CH:30][C:29]=1[C:5]1[C:4]([C:3]([OH:2])=[O:24])=[CH:9][C:8]([C:10]2[S:11][CH:12]=[C:13]([C:15]3[CH:20]=[CH:19][C:18]([Cl:21])=[C:17]([Cl:22])[CH:16]=3)[N:14]=2)=[CH:7][CH:6]=1)(=[O:27])[NH2:25]. (2) Given the reactants [C:1]([O:5][C:6]([N:8]1[C:16]2[C:11](=[CH:12][CH:13]=[C:14]([OH:17])[CH:15]=2)[CH:10]=[C:9]1[C:18]1[CH:23]=[C:22]([C:24]2[CH:29]=[CH:28][N:27]=[CH:26][CH:25]=2)[N:21]=[N:20][C:19]=1[O:30][CH3:31])=[O:7])([CH3:4])([CH3:3])[CH3:2].C1(P(C2C=CC=CC=2)C2C=CC=CC=2)C=CC=CC=1.[CH3:51][N:52]([CH3:56])[CH2:53][CH2:54]O.N(C(OCC)=O)=NC(OCC)=O, predict the reaction product. The product is: [C:1]([O:5][C:6]([N:8]1[C:16]2[C:11](=[CH:12][CH:13]=[C:14]([O:17][CH2:54][CH2:53][N:52]([CH3:56])[CH3:51])[CH:15]=2)[CH:10]=[C:9]1[C:18]1[CH:23]=[C:22]([C:24]2[CH:25]=[CH:26][N:27]=[CH:28][CH:29]=2)[N:21]=[N:20][C:19]=1[O:30][CH3:31])=[O:7])([CH3:4])([CH3:3])[CH3:2]. (3) Given the reactants C([N:4]1[C:12]2[C:7](=[CH:8][C:9]([C:13](Cl)=[O:14])=[CH:10][CH:11]=2)[C:6]([C:16]2[CH:21]=[CH:20][C:19]([F:22])=[CH:18][CH:17]=2)=[N:5]1)(=O)C.[NH2:23][CH2:24][C:25]1[CH:26]=[N:27][CH:28]=[CH:29][CH:30]=1, predict the reaction product. The product is: [F:22][C:19]1[CH:18]=[CH:17][C:16]([C:6]2[C:7]3[C:12](=[CH:11][CH:10]=[C:9]([C:13]([NH:23][CH2:24][C:25]4[CH:26]=[N:27][CH:28]=[CH:29][CH:30]=4)=[O:14])[CH:8]=3)[NH:4][N:5]=2)=[CH:21][CH:20]=1. (4) Given the reactants [CH3:1][O:2][C:3]1[C:4]([C:18](=[O:20])[CH3:19])=[CH:5][S:6][C:7]=1[C:8]1[CH:17]=[CH:16][C:15]2CC[CH2:12][CH2:11][C:10]=2[CH:9]=1.[O:21]1C2C=CC(C3SC=C(C#N)C=3OC)=CC=2CC1, predict the reaction product. The product is: [O:21]1[C:15]2[CH:16]=[CH:17][C:8]([C:7]3[S:6][CH:5]=[C:4]([C:18](=[O:20])[CH3:19])[C:3]=3[O:2][CH3:1])=[CH:9][C:10]=2[CH2:11][CH2:12]1. (5) Given the reactants [O:1]1[C:5]2[CH:6]=[CH:7][C:8]([C:10]([NH:12][NH2:13])=[O:11])=[CH:9][C:4]=2[CH2:3][CH2:2]1.[C:14](=S)=[S:15].C(N(CC)CC)C, predict the reaction product. The product is: [O:1]1[C:5]2[CH:6]=[CH:7][C:8]([C:10]3[O:11][C:14]([SH:15])=[N:13][N:12]=3)=[CH:9][C:4]=2[CH2:3][CH2:2]1. (6) Given the reactants [NH2:1][C:2]1[CH:11]=[C:10]2[C:5]([CH:6]=[CH:7][CH:8]=[N:9]2)=[CH:4][CH:3]=1.[F:12][C:13]1[CH:18]=[CH:17][C:16]([C:19]2[CH:27]=[CH:26][C:22]([C:23](O)=[O:24])=[C:21]([CH2:28][O:29][CH3:30])[N:20]=2)=[CH:15][CH:14]=1, predict the reaction product. The product is: [F:12][C:13]1[CH:18]=[CH:17][C:16]([C:19]2[CH:27]=[CH:26][C:22]([C:23]([NH:1][C:2]3[CH:11]=[C:10]4[C:5]([CH:6]=[CH:7][CH:8]=[N:9]4)=[CH:4][CH:3]=3)=[O:24])=[C:21]([CH2:28][O:29][CH3:30])[N:20]=2)=[CH:15][CH:14]=1. (7) Given the reactants C(O)(C(F)(F)F)=O.[O:8]=[C:9]([N:26]([CH2:30][C:31]1[CH:36]=[CH:35][CH:34]=[CH:33][CH:32]=1)[CH2:27][CH:28]=[CH2:29])[CH2:10][N:11]([CH2:19][C:20]1[CH:25]=[CH:24][CH:23]=[CH:22][CH:21]=1)C(=O)OC(C)(C)C, predict the reaction product. The product is: [C:31]1([CH2:30][N:26]([CH2:27][CH:28]=[CH2:29])[C:9](=[O:8])[CH2:10][NH:11][CH2:19][C:20]2[CH:25]=[CH:24][CH:23]=[CH:22][CH:21]=2)[CH:32]=[CH:33][CH:34]=[CH:35][CH:36]=1. (8) Given the reactants [C:1]([NH:8][C@H:9]([C:13]([OH:15])=O)[CH:10]([CH3:12])[CH3:11])([O:3][C:4]([CH3:7])([CH3:6])[CH3:5])=[O:2].C[C@@H](O)[C@@H]1NC(=O)[C@H](CCN)NC(=O)[C@H](CCN)NC(=O)[C@H](CC(C)C)NC(=O)[C@@H](CC2C=CC=CC=2)NC(=O)[C@H](CCN)NC(=O)[C@@H](NC([C@@H](N)CCN)=O)CCNC1=O.OS(O)(=O)=O.CN(C(ON1N=NC2C=CC=NC1=2)=[N+](C)C)C.F[P-](F)(F)(F)(F)F.C(N(CC)C(C)C)(C)C.[CH3:115][C:116]([CH3:136])=[CH:117][CH2:118][CH2:119]/[C:120](/[CH3:135])=[CH:121]/[CH2:122][CH2:123]/[C:124](/[CH3:134])=[CH:125]/[CH2:126][S:127][CH2:128][C@H:129]([NH2:133])[C:130]([OH:132])=[O:131], predict the reaction product. The product is: [CH:10]([C@@H:9]([C:13](=[O:15])[NH:133][C@H:129]([C:130]([OH:132])=[O:131])[CH2:128][S:127][CH2:126]/[CH:125]=[C:124](\[CH3:134])/[CH2:123][CH2:122]/[CH:121]=[C:120](\[CH3:135])/[CH2:119][CH2:118][CH:117]=[C:116]([CH3:136])[CH3:115])[NH:8][C:1](=[O:2])[O:3][C:4]([CH3:5])([CH3:6])[CH3:7])([CH3:11])[CH3:12]. (9) Given the reactants [F:1][C:2]1[CH:7]=[CH:6][CH:5]=[CH:4][C:3]=1[S:8][C:9]1[CH:10]=[CH:11][CH:12]=[C:13]2[C:17]=1[C:16](=[O:18])[N:15]([CH2:19][C:20]1[CH:25]=[CH:24][C:23]([C:26]3[CH:27]=[N:28][N:29]([CH3:31])[CH:30]=3)=[CH:22][CH:21]=1)[CH2:14]2.[OH:32]OS([O-])=O.[K+], predict the reaction product. The product is: [F:1][C:2]1[CH:7]=[CH:6][CH:5]=[CH:4][C:3]=1[S:8]([C:9]1[CH:10]=[CH:11][CH:12]=[C:13]2[C:17]=1[C:16](=[O:18])[N:15]([CH2:19][C:20]1[CH:25]=[CH:24][C:23]([C:26]3[CH:27]=[N:28][N:29]([CH3:31])[CH:30]=3)=[CH:22][CH:21]=1)[CH2:14]2)=[O:32]. (10) Given the reactants [N:1]1([C:11]([O:13][C:14]([CH3:17])([CH3:16])[CH3:15])=[O:12])[CH2:6][CH2:5][NH:4][CH:3](C(OC)=O)[CH2:2]1.C(=O)([O-])[O-:19].[K+].[K+].Cl.Cl[CH2:26][C:27]1[N:28]([CH3:34])[C:29](=[N:32][CH3:33])[S:30][CH:31]=1, predict the reaction product. The product is: [CH3:34][N:28]1[C:27]([CH2:26][N:4]2[CH2:5][CH2:6][N:1]([C:11]([O:13][C:14]([CH3:15])([CH3:16])[CH3:17])=[O:12])[CH2:2][C:3]2=[O:19])=[CH:31][S:30]/[C:29]/1=[N:32]\[CH3:33].